Dataset: Full USPTO retrosynthesis dataset with 1.9M reactions from patents (1976-2016). Task: Predict the reactants needed to synthesize the given product. (1) Given the product [Cl:9][C:10]1[N:18]=[C:17]2[C:13]([N:14]=[CH:15][N:16]2[CH2:7][CH:4]2[CH2:5][CH2:6][O:1][CH2:2][CH2:3]2)=[C:12]([Cl:19])[N:11]=1, predict the reactants needed to synthesize it. The reactants are: [O:1]1[CH2:6][CH2:5][CH:4]([CH2:7]O)[CH2:3][CH2:2]1.[Cl:9][C:10]1[N:18]=[C:17]2[C:13]([NH:14][CH:15]=[N:16]2)=[C:12]([Cl:19])[N:11]=1.C1(P(C2C=CC=CC=2)C2C=CC=CC=2)C=CC=CC=1.N(C(OC(C)C)=O)=NC(OC(C)C)=O. (2) The reactants are: [NH2:1][C:2]1[C:12]([N:13]2[CH:17]=[CH:16][CH:15]=[CH:14]2)=[CH:11][CH:10]=[CH:9][C:3]=1[C:4]([O:6][CH2:7][CH3:8])=[O:5].[Cl:18][C:19](Cl)(OC(=O)OC(Cl)(Cl)Cl)Cl. Given the product [Cl:18][C:19]1[C:14]2[N:13]([CH:17]=[CH:16][CH:15]=2)[C:12]2[CH:11]=[CH:10][CH:9]=[C:3]([C:4]([O:6][CH2:7][CH3:8])=[O:5])[C:2]=2[N:1]=1, predict the reactants needed to synthesize it.